From a dataset of Reaction yield outcomes from USPTO patents with 853,638 reactions. Predict the reaction yield, written as a fraction of the theoretical maximum amount of product (1.0 means a 100% yield; for example, 0.34 means a 34% yield). (1) The reactants are [C:1]1([CH3:11])[CH:6]=[CH:5][C:4]([S:7](Cl)(=[O:9])=[O:8])=[CH:3][CH:2]=1.C(N(CC)CC)C.CN(C1C=CC=CN=1)C.[C:28]([N:35]1[CH2:40][CH2:39][CH:38]([OH:41])[CH2:37][CH2:36]1)([O:30][C:31]([CH3:34])([CH3:33])[CH3:32])=[O:29].OP(O)(O)=O. The catalyst is C(Cl)Cl.CN(C)C=O. The product is [C:31]([O:30][C:28]([N:35]1[CH2:40][CH2:39][CH:38]([O:41][S:7]([C:4]2[CH:5]=[CH:6][C:1]([CH3:11])=[CH:2][CH:3]=2)(=[O:9])=[O:8])[CH2:37][CH2:36]1)=[O:29])([CH3:34])([CH3:33])[CH3:32]. The yield is 0.780. (2) The reactants are [K+].[C:2]([C:4]1[N:5]=[C:6]([C:17]([O-:19])=O)[N:7]([CH2:9][O:10][CH2:11][CH2:12][Si:13]([CH3:16])([CH3:15])[CH3:14])[CH:8]=1)#[N:3].CCN(C(C)C)C(C)C.C1CN([P+](Br)(N2CCCC2)N2CCCC2)CC1.F[P-](F)(F)(F)(F)F.[C:53]([O:57][C:58]([N:60]1[CH2:65][CH2:64][CH:63]([C:66]2[CH:71]=[CH:70][C:69]([NH2:72])=[C:68]([C:73]3[CH2:78][CH2:77][CH2:76][CH2:75][CH:74]=3)[N:67]=2)[CH2:62][CH2:61]1)=[O:59])([CH3:56])([CH3:55])[CH3:54]. The catalyst is C(Cl)Cl.CCOC(C)=O. The product is [C:53]([O:57][C:58]([N:60]1[CH2:65][CH2:64][CH:63]([C:66]2[CH:71]=[CH:70][C:69]([NH:72][C:17]([C:6]3[N:7]([CH2:9][O:10][CH2:11][CH2:12][Si:13]([CH3:14])([CH3:15])[CH3:16])[CH:8]=[C:4]([C:2]#[N:3])[N:5]=3)=[O:19])=[C:68]([C:73]3[CH2:78][CH2:77][CH2:76][CH2:75][CH:74]=3)[N:67]=2)[CH2:62][CH2:61]1)=[O:59])([CH3:56])([CH3:54])[CH3:55]. The yield is 0.400. (3) The reactants are [CH3:1][C:2]1[O:6][N:5]=[C:4]([C:7]2[CH:12]=[CH:11][CH:10]=[CH:9][CH:8]=2)[C:3]=1[CH2:13][O:14][C:15]1[CH:23]=[CH:22][C:18]([C:19]([OH:21])=O)=[CH:17][N:16]=1.[NH2:24][CH:25]1[CH2:30][CH2:29][O:28][CH2:27][CH2:26]1. No catalyst specified. The product is [CH3:1][C:2]1[O:6][N:5]=[C:4]([C:7]2[CH:8]=[CH:9][CH:10]=[CH:11][CH:12]=2)[C:3]=1[CH2:13][O:14][C:15]1[CH:23]=[CH:22][C:18]([C:19]([NH:24][CH:25]2[CH2:30][CH2:29][O:28][CH2:27][CH2:26]2)=[O:21])=[CH:17][N:16]=1. The yield is 0.910. (4) The reactants are C[O:2][C:3](=O)[C:4]1[CH:9]=[C:8]([C:10]#[N:11])[CH:7]=[CH:6][C:5]=1[CH2:12][N:13]([CH2:24][C:25]1[C:30]([NH:31][C:32]([O:34][C:35]([CH3:38])([CH3:37])[CH3:36])=[O:33])=[CH:29][CH:28]=[CH:27][N:26]=1)[CH:14]1[C:23]2[N:22]=[CH:21][CH:20]=[CH:19][C:18]=2[CH2:17][CH2:16][CH2:15]1.[H-].[H-].[H-].[H-].[Li+].[Al+3].C(C(C(C([O-])=O)O)O)([O-])=O.C(Cl)Cl. The catalyst is C1COCC1. The product is [C:35]([O:34][C:32](=[O:33])[NH:31][C:30]1[C:25]([CH2:24][N:13]([CH2:12][C:5]2[CH:6]=[CH:7][C:8]([CH2:10][NH2:11])=[CH:9][C:4]=2[CH2:3][OH:2])[CH:14]2[C:23]3[N:22]=[CH:21][CH:20]=[CH:19][C:18]=3[CH2:17][CH2:16][CH2:15]2)=[N:26][CH:27]=[CH:28][CH:29]=1)([CH3:38])([CH3:36])[CH3:37]. The yield is 0.370. (5) The reactants are O=[C:2]([N:4]1[CH2:9][CH2:8][C:7]([C:12]2[CH:17]=[CH:16][C:15]([Cl:18])=[C:14]([Cl:19])[CH:13]=2)([C:10]#[N:11])[CH2:6][CH2:5]1)[CH3:3].Cl. The catalyst is C1COCC1. The product is [CH2:2]([N:4]1[CH2:9][CH2:8][C:7]([CH2:10][NH2:11])([C:12]2[CH:17]=[CH:16][C:15]([Cl:18])=[C:14]([Cl:19])[CH:13]=2)[CH2:6][CH2:5]1)[CH3:3]. The yield is 0.520. (6) The reactants are [CH3:1][O:2][C:3]1[CH:4]=[CH:5][C:6]([CH2:11][C@@H:12]2[C@@H:17]([CH2:18][C:19]3[CH:20]=[CH:21][C:22]([OH:27])=[C:23]([O:25][CH3:26])[CH:24]=3)[C:15](=[O:16])[O:14][CH2:13]2)=[CH:7][C:8]=1[O:9][CH3:10].[C:28]([OH:32])(=[O:31])[CH2:29][CH3:30].O.Cl.C(N=C=NCCCN(C)C)C. The catalyst is CN(C1C=CN=CC=1)C.C(Cl)(Cl)Cl. The product is [CH3:1][O:2][C:3]1[CH:4]=[CH:5][C:6]([CH2:11][C@@H:12]2[C@@H:17]([CH2:18][C:19]3[CH:20]=[CH:21][C:22]([OH:27])=[C:23]([O:25][CH3:26])[CH:24]=3)[C:15](=[O:16])[O:14][CH2:13]2)=[CH:7][C:8]=1[O:9][CH3:10].[C:28]([O-:32])(=[O:31])[CH2:29][CH3:30]. The yield is 0.678.